From a dataset of Forward reaction prediction with 1.9M reactions from USPTO patents (1976-2016). Predict the product of the given reaction. (1) Given the reactants [C:1]([O:5][C:6]([NH:8][C@H:9]([CH2:14][C:15]1[CH:20]=[CH:19][CH:18]=[CH:17][C:16]=1[F:21])[CH2:10][C:11]([OH:13])=O)=[O:7])([CH3:4])([CH3:3])[CH3:2].CN1CCOCC1.[NH2:29][C:30]1[C:31](=[O:47])[NH:32][C:33]2[C:38]([C:39]=1[C:40]1[CH:45]=[CH:44][C:43]([F:46])=[CH:42][CH:41]=1)=[CH:37][CH:36]=[CH:35][CH:34]=2.C[N+]1(C2N=C(OC)N=C(OC)N=2)CCOCC1.[Cl-], predict the reaction product. The product is: [C:1]([O:5][C:6](=[O:7])[NH:8][C@H:9]([CH2:14][C:15]1[CH:20]=[CH:19][CH:18]=[CH:17][C:16]=1[F:21])[CH2:10][C:11]([NH:29][C:30]1[C:31](=[O:47])[NH:32][C:33]2[C:38]([C:39]=1[C:40]1[CH:45]=[CH:44][C:43]([F:46])=[CH:42][CH:41]=1)=[CH:37][CH:36]=[CH:35][CH:34]=2)=[O:13])([CH3:2])([CH3:3])[CH3:4]. (2) Given the reactants C[O:2][C:3](=[O:42])[CH2:4][CH2:5][NH:6][C:7](=[O:41])[C:8]1[CH:13]=[CH:12][C:11]([CH:14]([O:22][C:23]2[C:28]([C:29]([CH3:32])([CH3:31])[CH3:30])=[CH:27][C:26]([C:33]([CH3:36])([CH3:35])[CH3:34])=[CH:25][C:24]=2[C:37]([CH3:40])([CH3:39])[CH3:38])[CH2:15][CH2:16][CH2:17][C:18]([F:21])([F:20])[F:19])=[CH:10][CH:9]=1.[OH-].[Na+].Cl, predict the reaction product. The product is: [C:29]([C:28]1[CH:27]=[C:26]([C:33]([CH3:36])([CH3:35])[CH3:34])[CH:25]=[C:24]([C:37]([CH3:40])([CH3:39])[CH3:38])[C:23]=1[O:22][CH:14]([C:11]1[CH:12]=[CH:13][C:8]([C:7]([NH:6][CH2:5][CH2:4][C:3]([OH:42])=[O:2])=[O:41])=[CH:9][CH:10]=1)[CH2:15][CH2:16][CH2:17][C:18]([F:21])([F:19])[F:20])([CH3:31])([CH3:32])[CH3:30]. (3) Given the reactants [CH3:1][S:2]([C:5]1[CH:10]=[CH:9][C:8]([CH:11]([CH2:16][CH:17]2[CH2:22][CH2:21][O:20][CH2:19][CH2:18]2)[C:12](=[O:15])[CH:13]=[CH2:14])=[CH:7][CH:6]=1)(=[O:4])=[O:3].[Br:23][C:24]1[CH:25]=[CH:26][C:27]([CH:30]=[O:31])=[N:28][CH:29]=1.C(N(CC)CC)C, predict the reaction product. The product is: [Br:23][C:24]1[CH:25]=[CH:26][C:27]([C:30](=[O:31])[CH2:14][CH2:13][C:12](=[O:15])[CH:11]([C:8]2[CH:7]=[CH:6][C:5]([S:2]([CH3:1])(=[O:4])=[O:3])=[CH:10][CH:9]=2)[CH2:16][CH:17]2[CH2:22][CH2:21][O:20][CH2:19][CH2:18]2)=[N:28][CH:29]=1. (4) Given the reactants [CH3:1][O:2][C:3](=[O:25])[CH2:4][CH2:5][C:6]1[C:14]2[C:9](=[CH:10][CH:11]=[C:12](Br)[CH:13]=2)[N:8]([S:16]([C:19]2[CH:24]=[CH:23][CH:22]=[CH:21][CH:20]=2)(=[O:18])=[O:17])[CH:7]=1.[S:26]1[CH:30]=[CH:29][C:28](B(O)O)=[CH:27]1.C1(P(C2C=CC=CC=2)C2C=CC=CC=2)C=CC=CC=1.C([O-])([O-])=O.[K+].[K+], predict the reaction product. The product is: [CH3:1][O:2][C:3](=[O:25])[CH2:4][CH2:5][C:6]1[C:14]2[C:9](=[CH:10][CH:11]=[C:12]([C:28]3[CH:29]=[CH:30][S:26][CH:27]=3)[CH:13]=2)[N:8]([S:16]([C:19]2[CH:24]=[CH:23][CH:22]=[CH:21][CH:20]=2)(=[O:18])=[O:17])[CH:7]=1. (5) Given the reactants [CH:1]([NH:3][CH:4]([CH:10]1[CH2:15][CH2:14][O:13][CH2:12][CH2:11]1)[C:5]([O:7]CC)=[O:6])=[O:2].[OH-].[Na+].Cl, predict the reaction product. The product is: [CH:1]([NH:3][CH:4]([CH:10]1[CH2:15][CH2:14][O:13][CH2:12][CH2:11]1)[C:5]([OH:7])=[O:6])=[O:2]. (6) The product is: [C:1]([C:3]1[CH:4]=[C:5]([N:16]([CH3:28])[C:17]([C:19]2[S:23][C:22]3[CH:24]=[CH:25][CH:26]=[CH:27][C:21]=3[CH:20]=2)=[O:18])[CH:6]=[CH:7][C:8]=1[N:9]1[CH2:14][CH2:13][CH:12]([OH:15])[CH2:11][CH2:10]1)#[N:2]. Given the reactants [C:1]([C:3]1[CH:4]=[C:5]([NH:16][C:17]([C:19]2[S:23][C:22]3[CH:24]=[CH:25][CH:26]=[CH:27][C:21]=3[CH:20]=2)=[O:18])[CH:6]=[CH:7][C:8]=1[N:9]1[CH2:14][CH2:13][CH:12]([OH:15])[CH2:11][CH2:10]1)#[N:2].[C:28]([Si](Cl)(C)C)(C)(C)C.N1C=CN=C1.CN(C)C=O, predict the reaction product. (7) Given the reactants [NH:1]1[CH:5]=[CH:4][N:3]=[N:2]1.[H-].[Na+].[CH3:8][O:9][C:10]1[CH:19]=[CH:18][C:17]([CH2:20]Cl)=[CH:16][C:11]=1[C:12]([O:14][CH3:15])=[O:13].ClCCl.CO, predict the reaction product. The product is: [CH3:8][O:9][C:10]1[CH:19]=[CH:18][C:17]([CH2:20][N:1]2[CH:5]=[CH:4][N:3]=[N:2]2)=[CH:16][C:11]=1[C:12]([O:14][CH3:15])=[O:13].